Dataset: Full USPTO retrosynthesis dataset with 1.9M reactions from patents (1976-2016). Task: Predict the reactants needed to synthesize the given product. (1) Given the product [F:25][C:24]([F:27])([F:26])[C:21]1[N:22]=[CH:23][C:18]([O:1][CH2:2][C@@H:3]2[CH2:9][C@@H:8]3[C@@H:6]([CH2:7]3)[CH2:5][N:4]2[C:10]([O:12][C:13]([CH3:16])([CH3:15])[CH3:14])=[O:11])=[N:19][CH:20]=1, predict the reactants needed to synthesize it. The reactants are: [OH:1][CH2:2][C@@H:3]1[CH2:9][C@@H:8]2[C@@H:6]([CH2:7]2)[CH2:5][N:4]1[C:10]([O:12][C:13]([CH3:16])([CH3:15])[CH3:14])=[O:11].Br[C:18]1[CH:23]=[N:22][C:21]([C:24]([F:27])([F:26])[F:25])=[CH:20][N:19]=1.[H-].[Na+]. (2) Given the product [Br:1][C:2]1[CH:10]=[C:9]2[C:5]([CH:6]=[N:7][N:8]2[CH2:26][CH:27]([CH3:29])[CH3:28])=[CH:4][C:3]=1[O:11][C:12]1[CH:17]=[CH:16][C:15]([F:18])=[CH:14][C:13]=1[F:19], predict the reactants needed to synthesize it. The reactants are: [Br:1][C:2]1[CH:10]=[C:9]2[C:5]([CH:6]=[N:7][NH:8]2)=[CH:4][C:3]=1[O:11][C:12]1[CH:17]=[CH:16][C:15]([F:18])=[CH:14][C:13]=1[F:19].C([O-])([O-])=O.[K+].[K+].[CH2:26](Br)[CH:27]([CH3:29])[CH3:28]. (3) Given the product [CH2:1]([O:3][C:4](=[O:5])[C:6]([O:8][C:9]1[CH:14]=[CH:13][C:12]([CH2:15][CH2:16][CH2:17][C:18]2[NH:24][C:22](=[O:23])[N:21]([CH2:25][C:26]3[CH:31]=[CH:30][CH:29]=[C:28]([O:32][CH3:33])[CH:27]=3)[N:20]=2)=[CH:11][CH:10]=1)([CH3:34])[CH3:7])[CH3:2], predict the reactants needed to synthesize it. The reactants are: [CH2:1]([O:3][C:4]([C:6]([CH3:34])([O:8][C:9]1[CH:14]=[CH:13][C:12]([CH2:15][CH2:16][CH2:17][C:18]([NH:20][N:21]([CH2:25][C:26]2[CH:31]=[CH:30][CH:29]=[C:28]([O:32][CH3:33])[CH:27]=2)[C:22]([NH2:24])=[O:23])=O)=[CH:11][CH:10]=1)[CH3:7])=[O:5])[CH3:2].C12(CS(O)(=O)=O)C(C)(C)C(CC1)CC2=O. (4) Given the product [Cl:1][C:2]1[CH:7]=[CH:6][C:5](/[CH:8]=[CH:9]/[C:10]([N:29]2[CH2:30][CH2:31][C@@H:26]([C:23]3[O:22][C:21]([CH3:20])=[N:25][N:24]=3)[CH2:27][C@H:28]2[CH3:32])=[O:12])=[C:4]([CH2:13][N:14]2[N:18]=[N:17][C:16]([CH3:19])=[N:15]2)[CH:3]=1, predict the reactants needed to synthesize it. The reactants are: [Cl:1][C:2]1[CH:7]=[CH:6][C:5](/[CH:8]=[CH:9]/[C:10]([OH:12])=O)=[C:4]([CH2:13][N:14]2[N:18]=[N:17][C:16]([CH3:19])=[N:15]2)[CH:3]=1.[CH3:20][C:21]1[O:22][C:23]([CH:26]2[CH2:31][CH2:30][NH:29][CH:28]([CH3:32])[CH2:27]2)=[N:24][N:25]=1. (5) Given the product [Cl:3][C:4]1[C:5]([F:30])=[C:6]([NH:10][C:11]2[C:20]3[C:15](=[CH:16][C:17]([O:23][CH:24]4[CH2:29][CH2:28][N:27]([C:46](=[O:47])[CH2:45][O:44][CH2:43][CH2:42][O:41][CH3:40])[CH2:26][CH2:25]4)=[C:18]([O:21][CH3:22])[CH:19]=3)[N:14]=[CH:13][N:12]=2)[CH:7]=[CH:8][CH:9]=1, predict the reactants needed to synthesize it. The reactants are: Cl.Cl.[Cl:3][C:4]1[C:5]([F:30])=[C:6]([NH:10][C:11]2[C:20]3[C:15](=[CH:16][C:17]([O:23][CH:24]4[CH2:29][CH2:28][NH:27][CH2:26][CH2:25]4)=[C:18]([O:21][CH3:22])[CH:19]=3)[N:14]=[CH:13][N:12]=2)[CH:7]=[CH:8][CH:9]=1.C(N(C(C)C)CC)(C)C.[CH3:40][O:41][CH2:42][CH2:43][O:44][CH2:45][C:46](Cl)=[O:47].